Dataset: TCR-epitope binding with 47,182 pairs between 192 epitopes and 23,139 TCRs. Task: Binary Classification. Given a T-cell receptor sequence (or CDR3 region) and an epitope sequence, predict whether binding occurs between them. (1) The epitope is RAKFKQLL. The TCR CDR3 sequence is CASSYRTAGDTIYF. Result: 0 (the TCR does not bind to the epitope). (2) The epitope is TVYDPLQPELDSFK. The TCR CDR3 sequence is CASSKLASGDEQFF. Result: 0 (the TCR does not bind to the epitope). (3) The epitope is LLWNGPMAV. The TCR CDR3 sequence is CASSGDAAGAYGYTF. Result: 1 (the TCR binds to the epitope). (4) The epitope is RLRAEAQVK. The TCR CDR3 sequence is CASSLGAGGAGETQYF. Result: 1 (the TCR binds to the epitope). (5) The epitope is IVTDFSVIK. The TCR CDR3 sequence is CASSPGGGYTF. Result: 1 (the TCR binds to the epitope). (6) The epitope is TPGPGVRYPL. The TCR CDR3 sequence is CASSTPGLAGRHNEQFF. Result: 1 (the TCR binds to the epitope). (7) The epitope is RQLLFVVEV. The TCR CDR3 sequence is CASTSADNEQFF. Result: 1 (the TCR binds to the epitope).